Dataset: Forward reaction prediction with 1.9M reactions from USPTO patents (1976-2016). Task: Predict the product of the given reaction. The product is: [CH3:23][N:24]([CH2:1][C:3]1[CH:8]=[CH:7][C:6]([C:9]2[NH:10][C:11]3[CH:12]=[CH:13][CH:14]=[C:15]4[C:21](=[O:22])[NH:20][CH2:19][CH2:18][C:17]=2[C:16]=34)=[CH:5][CH:4]=1)[CH3:25]. Given the reactants [CH:1]([C:3]1[CH:8]=[CH:7][C:6]([C:9]2[NH:10][C:11]3[CH:12]=[CH:13][CH:14]=[C:15]4[C:21](=[O:22])[NH:20][CH2:19][CH2:18][C:17]=2[C:16]=34)=[CH:5][CH:4]=1)=O.[CH3:23][NH:24][CH3:25].C([BH3-])#N.[Na+].Cl, predict the reaction product.